This data is from Forward reaction prediction with 1.9M reactions from USPTO patents (1976-2016). The task is: Predict the product of the given reaction. (1) The product is: [F:1][C:2]1[CH:3]=[C:4]([N:19]2[CH2:23][C@H:22]([CH2:24][NH:25][C:26](=[O:28])[CH3:27])[O:21][C:20]2=[O:29])[CH:5]=[CH:6][C:7]=1[CH:8]1[CH2:13][CH2:12][S:11](=[O:14])(=[O:15])[NH:10][CH2:9]1. Given the reactants [F:1][C:2]1[CH:3]=[C:4]([N:19]2[CH2:23][C@H:22]([CH2:24][NH:25][C:26](=[O:28])[CH3:27])[O:21][C:20]2=[O:29])[CH:5]=[CH:6][C:7]=1[CH:8]1[CH2:13][CH2:12][S:11](=[O:15])(=[O:14])[N:10](CC=C)[CH2:9]1.B(F)(F)F.CCOCC, predict the reaction product. (2) Given the reactants [Li+].C[Si]([N-][Si](C)(C)C)(C)C.[Cl:11][C:12]1[C:13]([O:34][C:35](=[O:39])[N:36]([CH3:38])[CH3:37])=[CH:14][C:15]2[O:20][C:19](=[O:21])[C:18]([CH2:22][C:23]3[CH:28]=[CH:27][CH:26]=[C:25]([N+:29]([O-:31])=[O:30])[CH:24]=3)=[C:17]([CH3:32])[C:16]=2[CH:33]=1.[CH2:40]=[O:41].O, predict the reaction product. The product is: [Cl:11][C:12]1[C:13]([O:34][C:35](=[O:39])[N:36]([CH3:37])[CH3:38])=[CH:14][C:15]2[O:20][C:19](=[O:21])[C:18]([CH2:22][C:23]3[CH:28]=[CH:27][CH:26]=[C:25]([N+:29]([O-:31])=[O:30])[CH:24]=3)=[C:17]([CH2:32][CH2:40][OH:41])[C:16]=2[CH:33]=1. (3) Given the reactants Br[C:2]1[CH:7]=[C:6]([C:8]([C:10]2[C:14]3[CH:15]=[N:16][CH:17]=[CH:18][C:13]=3[N:12]([CH:19]([CH3:21])[CH3:20])[N:11]=2)=[O:9])[CH:5]=[CH:4][N:3]=1.[NH3:22], predict the reaction product. The product is: [NH2:22][C:2]1[CH:7]=[C:6]([C:8]([C:10]2[C:14]3[CH:15]=[N:16][CH:17]=[CH:18][C:13]=3[N:12]([CH:19]([CH3:21])[CH3:20])[N:11]=2)=[O:9])[CH:5]=[CH:4][N:3]=1.